From a dataset of Forward reaction prediction with 1.9M reactions from USPTO patents (1976-2016). Predict the product of the given reaction. (1) Given the reactants [C:1]([O:5][C:6]([NH:8][CH2:9][C@@H:10]([C:35]([OH:37])=O)[N:11]([C:16]([C:18]1[C:19]([NH:28][CH2:29][C:30]2[O:31][CH:32]=[CH:33][CH:34]=2)=[N:20][C:21]([C:24]([CH3:27])([CH3:26])[CH3:25])=[N:22][CH:23]=1)=[O:17])[CH2:12][CH:13]([CH3:15])[CH3:14])=[O:7])([CH3:4])([CH3:3])[CH3:2].[NH2:38][CH2:39][CH2:40][OH:41].C(N(C(C)C)CC)(C)C.CN([P+](ON1N=NC2C=CC=CC1=2)(N(C)C)N(C)C)C.F[P-](F)(F)(F)(F)F, predict the reaction product. The product is: [C:24]([C:21]1[N:20]=[C:19]([NH:28][CH2:29][C:30]2[O:31][CH:32]=[CH:33][CH:34]=2)[C:18]([C:16]([N:11]([CH2:12][CH:13]([CH3:14])[CH3:15])[C@H:10]([C:35]([NH:38][CH2:39][CH2:40][OH:41])=[O:37])[CH2:9][NH:8][C:6](=[O:7])[O:5][C:1]([CH3:2])([CH3:4])[CH3:3])=[O:17])=[CH:23][N:22]=1)([CH3:27])([CH3:25])[CH3:26]. (2) Given the reactants Br[C:2]1[CH:3]=[N:4][C:5]([O:8][C:9]2[CH:14]=[CH:13][C:12]([O:15][CH3:16])=[CH:11][CH:10]=2)=[N:6][CH:7]=1.[C:17]1(C)[CH:22]=[CH:21][CH:20]=[CH:19][CH:18]=1.[C:24]1(C2C=CC=CC=2)C=CC=CC=1P(C(C)(C)C)C(C)(C)C.[C:45]([O-:48])([O-])=[O:46].[Cs+].[Cs+], predict the reaction product. The product is: [CH3:16][O:15][C:12]1[CH:13]=[CH:14][C:9]([O:8][C:5]2[N:4]=[CH:3][C:2]([C:17]3[CH:22]=[CH:21][C:20]([C:45]([O:48][CH3:24])=[O:46])=[CH:19][CH:18]=3)=[CH:7][N:6]=2)=[CH:10][CH:11]=1. (3) Given the reactants NCC(O)=O.S(O)(O)(=O)=O.NN.[O-]P(OP([O-])([O-])=O)([O-])=O.[Na+].[Na+].[Na+].[Na+].[CH:26]1[CH:31]=[N+:30]([C@@H:32]2[O:36][C@H:35]([CH2:37][O:38][P:39]([O:42][P:43]([O:46][CH2:47][C@H:48]3[O:52][C@@H:51]([N:53]4[C:57]5[N:58]=[CH:59][N:60]=[C:61]([NH2:62])[C:56]=5[N:55]=[CH:54]4)[C@H:50]([OH:63])[C@@H:49]3[OH:64])([OH:45])=[O:44])([OH:41])=[O:40])[C@@H:34]([OH:65])[C@H:33]2[OH:66])[CH:29]=[C:28]([C:67]([NH2:69])=[O:68])[CH:27]=1, predict the reaction product. The product is: [CH:59]1[N:60]=[C:61]([NH2:62])[C:56]2[N:55]=[CH:54][N:53]([C@@H:51]3[O:52][C@H:48]([CH2:47][O:46][P:43]([O:42][P:39]([O:38][CH2:37][C@H:35]4[O:36][C@@H:32]([N:30]5[CH:29]=[C:28]([C:67]([NH2:69])=[O:68])[CH2:27][CH:26]=[CH:31]5)[C@H:33]([OH:66])[C@@H:34]4[OH:65])([OH:41])=[O:40])([OH:45])=[O:44])[C@@H:49]([OH:64])[C@H:50]3[OH:63])[C:57]=2[N:58]=1. (4) Given the reactants Br[CH:2]([C:4]1[O:5][C:6](=[O:21])[C:7]2[C:12]([C:13]=1[C:14]1[CH:15]=[C:16]([CH3:20])[CH:17]=[CH:18][CH:19]=1)=[CH:11][CH:10]=[CH:9][CH:8]=2)[CH3:3].[N:22]1[C:30]([NH2:31])=[C:29]2[C:25]([NH:26][CH:27]=[N:28]2)=[N:24][CH:23]=1.C([O-])([O-])=O.[K+].[K+], predict the reaction product. The product is: [NH2:31][C:30]1[N:22]=[CH:23][N:24]=[C:25]2[C:29]=1[N:28]=[CH:27][N:26]2[CH:2]([C:4]1[O:5][C:6](=[O:21])[C:7]2[C:12]([C:13]=1[C:14]1[CH:15]=[C:16]([CH3:20])[CH:17]=[CH:18][CH:19]=1)=[CH:11][CH:10]=[CH:9][CH:8]=2)[CH3:3].